This data is from Catalyst prediction with 721,799 reactions and 888 catalyst types from USPTO. The task is: Predict which catalyst facilitates the given reaction. (1) Reactant: C.C([O-])=O.[NH4+].Cl[C:7]1[C:8]2[CH:18]=[CH:17][C:16]([CH3:19])=[CH:15][C:9]=2[S:10][C:11]=1[C:12]([OH:14])=[O:13].[OH-].[Na+]. Product: [CH3:19][C:16]1[CH:17]=[CH:18][C:8]2[CH:7]=[C:11]([C:12]([OH:14])=[O:13])[S:10][C:9]=2[CH:15]=1. The catalyst class is: 838. (2) Reactant: [H-].[Na+].[CH3:3][O:4][C:5](=[O:17])[CH2:6][C:7]1[CH:12]=[CH:11][C:10]([S:13]([CH3:16])(=[O:15])=[O:14])=[CH:9][CH:8]=1.[F:18][C:19]1[CH:20]=[C:21]([CH:24]=[CH:25][CH:26]=1)[CH2:22]Br. Product: [CH3:3][O:4][C:5](=[O:17])[CH:6]([C:7]1[CH:8]=[CH:9][C:10]([S:13]([CH3:16])(=[O:14])=[O:15])=[CH:11][CH:12]=1)[CH2:22][C:21]1[CH:24]=[CH:25][CH:26]=[C:19]([F:18])[CH:20]=1. The catalyst class is: 3. (3) Reactant: Br[C:2]1[N:7]=[CH:6][CH:5]=[CH:4][N:3]=1.Cl.[NH2:9][C:10]1[CH:11]=[C:12](B(O)O)[CH:13]=[N:14][CH:15]=1.C([O-])([O-])=O.[K+].[K+]. Product: [N:3]1[CH:4]=[CH:5][CH:6]=[N:7][C:2]=1[C:12]1[CH:11]=[C:10]([NH2:9])[CH:15]=[N:14][CH:13]=1. The catalyst class is: 551. (4) Reactant: Br[C:2]1[S:6][C:5]([C:7]2[CH:12]=[CH:11][C:10]([Cl:13])=[CH:9][CH:8]=2)=[N:4][C:3]=1[CH2:14][OH:15].P([O-])([O-])([O-])=O.[Na+].[Na+].[Na+].B1(C=C)O[C:27](C)(C)[C:26](C)(C)O1.O. Product: [Cl:13][C:10]1[CH:11]=[CH:12][C:7]([C:5]2[S:6][C:2]([CH:26]=[CH2:27])=[C:3]([CH2:14][OH:15])[N:4]=2)=[CH:8][CH:9]=1. The catalyst class is: 622. (5) Reactant: [OH:1][C:2]1[C:11]2[C:6](=[N:7][C:8]([CH3:13])=[C:9]([I:12])[CH:10]=2)[N:5]=[CH:4][C:3]=1[C:14]([O:16]CC)=O.[Cl:19][C:20]1[CH:27]=[CH:26][C:23]([CH2:24][NH2:25])=[CH:22][CH:21]=1. Product: [Cl:19][C:20]1[CH:27]=[CH:26][C:23]([CH2:24][NH:25][C:14]([C:3]2[CH:4]=[N:5][C:6]3[C:11]([C:2]=2[OH:1])=[CH:10][C:9]([I:12])=[C:8]([CH3:13])[N:7]=3)=[O:16])=[CH:22][CH:21]=1. The catalyst class is: 13. (6) Reactant: C(=O)(OC(C)(C)C)[O:2][N:3]([CH2:9][CH2:10][C:11]([C:13]#[N:14])=[CH2:12])[C:4]([O:6][CH2:7][CH3:8])=[O:5].FC(F)(F)C(O)=O.C(=O)([O-])[O-].[K+].[K+]. Product: [C:13]([CH:11]1[CH2:12][O:2][N:3]([C:4]([O:6][CH2:7][CH3:8])=[O:5])[CH2:9][CH2:10]1)#[N:14]. The catalyst class is: 120. (7) Reactant: C([O:8][C@H:9]1[CH2:14][CH2:13][CH2:12][CH2:11][C@@H:10]1[NH:15][C:16]1[S:17][C:18]([CH:23]([CH3:25])[CH3:24])([CH3:22])[C:19](=[O:21])[N:20]=1)C1C=CC=CC=1.I[Si](C)(C)C. Product: [OH:8][C@H:9]1[CH2:14][CH2:13][CH2:12][CH2:11][C@@H:10]1[NH:15][C:16]1[S:17][C:18]([CH:23]([CH3:25])[CH3:24])([CH3:22])[C:19](=[O:21])[N:20]=1. The catalyst class is: 2. (8) Reactant: [N:1]1([CH2:6][CH2:7][CH2:8][O:9][C:10]2[CH:15]=[CH:14][C:13]([C:16]3([C:22]#[N:23])[CH2:21][CH2:20][NH:19][CH2:18][CH2:17]3)=[CH:12][CH:11]=2)[CH2:5][CH2:4][CH2:3][CH2:2]1.Br[CH2:25][CH2:26][O:27][CH3:28].C(=O)(O)[O-].[Na+].[I-].[K+]. Product: [CH3:28][O:27][CH2:26][CH2:25][N:19]1[CH2:18][CH2:17][C:16]([C:13]2[CH:14]=[CH:15][C:10]([O:9][CH2:8][CH2:7][CH2:6][N:1]3[CH2:5][CH2:4][CH2:3][CH2:2]3)=[CH:11][CH:12]=2)([C:22]#[N:23])[CH2:21][CH2:20]1. The catalyst class is: 10. (9) Reactant: [Cl:1][C:2]1[CH:7]=[CH:6][C:5]([NH:8][C:9](=[O:21])[C:10]([NH:13]C(=O)OC(C)(C)C)([CH3:12])[CH3:11])=[CH:4][C:3]=1[NH:22][C:23]1[S:24]/[C:25](=[CH:29]\[C:30]2[CH:31]=[C:32]3[C:37](=[CH:38][CH:39]=2)[N:36]=[CH:35][CH:34]=[N:33]3)/[C:26](=[O:28])[N:27]=1.[F:40][C:41]([F:46])([F:45])[C:42]([OH:44])=[O:43]. Product: [F:40][C:41]([F:46])([F:45])[C:42]([OH:44])=[O:43].[Cl:1][C:2]1[CH:7]=[CH:6][C:5]([NH:8][C:9](=[O:21])[C:10]([CH3:12])([CH3:11])[NH2:13])=[CH:4][C:3]=1[NH:22][C:23]1[S:24]/[C:25](=[CH:29]\[C:30]2[CH:31]=[C:32]3[C:37](=[CH:38][CH:39]=2)[N:36]=[CH:35][CH:34]=[N:33]3)/[C:26](=[O:28])[N:27]=1. The catalyst class is: 4.